Dataset: Full USPTO retrosynthesis dataset with 1.9M reactions from patents (1976-2016). Task: Predict the reactants needed to synthesize the given product. (1) Given the product [CH3:1][C:2]1[CH:7]=[C:6]([O:8][CH:9]2[CH2:14][CH2:13][O:12][CH2:11][CH2:10]2)[CH:5]=[CH:4][C:3]=1[C:15]1[C:19]2[CH:20]=[C:21]([O:24][CH2:25][C:26]3[CH:27]=[CH:28][C:29]([C@@H:32]([C:39]#[C:40][CH3:41])[CH2:33][C:34]([OH:36])=[O:35])=[CH:30][CH:31]=3)[CH:22]=[CH:23][C:18]=2[S:17][CH:16]=1, predict the reactants needed to synthesize it. The reactants are: [CH3:1][C:2]1[CH:7]=[C:6]([O:8][CH:9]2[CH2:14][CH2:13][O:12][CH2:11][CH2:10]2)[CH:5]=[CH:4][C:3]=1[C:15]1[C:19]2[CH:20]=[C:21]([O:24][CH2:25][C:26]3[CH:31]=[CH:30][C:29]([C@@H:32]([C:39]#[C:40][CH3:41])[CH2:33][C:34]([O:36]CC)=[O:35])=[CH:28][CH:27]=3)[CH:22]=[CH:23][C:18]=2[S:17][CH:16]=1.[Li+].[OH-].Cl. (2) Given the product [NH2:5][C@H:6]([CH2:10][CH2:11][CH2:12][NH:13][C:14]([NH:16][S:17]([C:20]1[C:21]([CH3:34])=[C:22]2[C:27](=[C:28]([CH3:31])[C:29]=1[CH3:30])[O:26][C:25]([CH3:32])([CH3:33])[CH2:24][CH2:23]2)(=[O:19])=[O:18])=[NH:15])[C:7]([O:9][CH3:35])=[O:8], predict the reactants needed to synthesize it. The reactants are: S(Cl)(Cl)=O.[NH2:5][C@H:6]([CH2:10][CH2:11][CH2:12][NH:13][C:14]([NH:16][S:17]([C:20]1[C:21]([CH3:34])=[C:22]2[C:27](=[C:28]([CH3:31])[C:29]=1[CH3:30])[O:26][C:25]([CH3:33])([CH3:32])[CH2:24][CH2:23]2)(=[O:19])=[O:18])=[NH:15])[C:7]([OH:9])=[O:8].[CH3:35]O. (3) Given the product [CH3:1][S:2]([N:5]1[CH2:6][CH:7]=[C:8]([C:11]2[CH:12]=[C:13]3[CH2:19][C@H:18]([CH:20]4[CH2:25][CH2:24][N:23]([C:27]5[N:32]=[CH:31][C:30]([C:33]([F:36])([F:35])[F:34])=[CH:29][N:28]=5)[CH2:22][CH2:21]4)[O:17][C:14]3=[CH:15][N:16]=2)[CH2:9][CH2:10]1)(=[O:3])=[O:4], predict the reactants needed to synthesize it. The reactants are: [CH3:1][S:2]([N:5]1[CH2:10][CH:9]=[C:8]([C:11]2[CH:12]=[C:13]3[CH2:19][C@H:18]([CH:20]4[CH2:25][CH2:24][NH:23][CH2:22][CH2:21]4)[O:17][C:14]3=[CH:15][N:16]=2)[CH2:7][CH2:6]1)(=[O:4])=[O:3].Cl[C:27]1[N:32]=[CH:31][C:30]([C:33]([F:36])([F:35])[F:34])=[CH:29][N:28]=1.C([O-])([O-])=O.[K+].[K+].CS(C)=O. (4) The reactants are: CC(C)(C)C#C.C([Li])CCC.C=O.[CH3:14][C:15]([CH3:21])([CH3:20])[C:16]#[C:17][CH2:18][OH:19].C[Si]([N-][Si](C)(C)C)(C)C.[Li+].Cl[C:33]1[N:34]=[CH:35][C:36]([C:39]([O:41]C)=[O:40])=[N:37][CH:38]=1. Given the product [CH3:14][C:15]([CH3:21])([CH3:20])[C:16]#[C:17][CH2:18][O:19][C:33]1[N:34]=[CH:35][C:36]([C:39]([OH:41])=[O:40])=[N:37][CH:38]=1, predict the reactants needed to synthesize it. (5) The reactants are: [CH3:1][N:2]1[CH:6]=[C:5]([C:7](O)=[O:8])[C:4]([CH3:10])=[N:3]1.O1CCCC1.S(Cl)(Cl)=O.[NH2:20][C:21]1[CH:22]=[C:23]([CH:40]=[CH:41][C:42]=1[Cl:43])[O:24][C:25]1[CH:26]=[CH:27][C:28]2[N:29]([N:31]=[C:32]([NH:34][C:35]([CH:37]3[CH2:39][CH2:38]3)=[O:36])[N:33]=2)[CH:30]=1. Given the product [Cl:43][C:42]1[CH:41]=[CH:40][C:23]([O:24][C:25]2[CH:26]=[CH:27][C:28]3[N:29]([N:31]=[C:32]([NH:34][C:35]([CH:37]4[CH2:39][CH2:38]4)=[O:36])[N:33]=3)[CH:30]=2)=[CH:22][C:21]=1[NH:20][C:7]([C:5]1[C:4]([CH3:10])=[N:3][N:2]([CH3:1])[CH:6]=1)=[O:8], predict the reactants needed to synthesize it. (6) Given the product [Br:1][C:2]1[CH:11]=[C:10]2[C:5]([CH:6]=[C:7]([F:16])[CH:8]=[N:9]2)=[CH:4][CH:3]=1, predict the reactants needed to synthesize it. The reactants are: [Br:1][C:2]1[CH:11]=[C:10]2[C:5]([CH:6]=[C:7](N)[CH:8]=[N:9]2)=[CH:4][CH:3]=1.O.O.B(F)(F)[F:16].N(OC(C)(C)C)=O.C(=O)(O)[O-].[Na+]. (7) Given the product [Cl:1][CH2:2][CH2:3][C:4]([C:8]1[CH:13]=[CH:12][CH:11]=[CH:10][CH:9]=1)([OH:7])[CH2:5][CH2:6][OH:18], predict the reactants needed to synthesize it. The reactants are: [Cl:1][CH2:2][CH2:3][C:4]([C:8]1[CH:13]=[CH:12][CH:11]=[CH:10][CH:9]=1)([OH:7])[CH:5]=[CH2:6].B.C1C[O:18]CC1.[OH-].[Na+].OO.